This data is from Forward reaction prediction with 1.9M reactions from USPTO patents (1976-2016). The task is: Predict the product of the given reaction. Given the reactants C(C1C=CC(OCCCCCOC2C=CC(C#N)=CC=2)=CC=1)#N.C(=O)([O-])[O-].[Na+].[Na+].Cl.NO.Cl.C(C1C=CC(O[CH2:42][CH2:43][CH2:44][CH2:45][CH2:46][CH2:47][CH2:48][CH2:49][C:50](O)=O)=CC=1)(=N)N, predict the reaction product. The product is: [CH3:42][CH2:43][CH2:44][CH2:45][CH2:46][CH2:47][CH2:48][CH2:49][CH3:50].